This data is from Full USPTO retrosynthesis dataset with 1.9M reactions from patents (1976-2016). The task is: Predict the reactants needed to synthesize the given product. (1) The reactants are: [CH3:1][O:2][C:3]1[CH:12]=[CH:11][C:6]2[C:7](=[O:10])[CH2:8][O:9][C:5]=2[C:4]=1[CH2:13][N:14]1[CH2:19][CH2:18][O:17][CH2:16][CH2:15]1.[NH:20]1[C:28]2[C:23](=[CH:24][CH:25]=[CH:26][CH:27]=2)[C:22]([CH:29]=O)=[N:21]1.N1CCCCC1. Given the product [NH:20]1[C:28]2[C:23](=[CH:24][CH:25]=[CH:26][CH:27]=2)[C:22](/[CH:29]=[C:8]2\[O:9][C:5]3[C:4]([CH2:13][N:14]4[CH2:19][CH2:18][O:17][CH2:16][CH2:15]4)=[C:3]([O:2][CH3:1])[CH:12]=[CH:11][C:6]=3[C:7]\2=[O:10])=[N:21]1, predict the reactants needed to synthesize it. (2) Given the product [CH3:3][O:4][C@@H:5]1[C@H:10]([O:11][CH3:12])[C@@H:9]([O:13][CH3:14])[C@H:8]([CH3:15])[O:7][C@H:6]1[O:16][N:17]=[CH:18][C:19]1[CH:20]=[CH:21][C:22]([C:25]2[N:29]=[CH:28][N:27]([C:30]3[CH:35]=[CH:34][C:33]([O:36][C:40]([F:42])([F:41])[CH:39]([F:43])[C:38]([F:45])([F:44])[F:37])=[CH:32][N:31]=3)[N:26]=2)=[CH:23][CH:24]=1, predict the reactants needed to synthesize it. The reactants are: FF.[CH3:3][O:4][C@@H:5]1[C@H:10]([O:11][CH3:12])[C@@H:9]([O:13][CH3:14])[C@H:8]([CH3:15])[O:7][C@H:6]1[O:16][N:17]=[CH:18][C:19]1[CH:24]=[CH:23][C:22]([C:25]2[N:29]=[CH:28][N:27]([C:30]3[CH:35]=[CH:34][C:33]([OH:36])=[CH:32][N:31]=3)[N:26]=2)=[CH:21][CH:20]=1.[F:37][C:38]([F:45])([F:44])[C:39]([F:43])=[C:40]([F:42])[F:41].C(N(CC)CC)C. (3) Given the product [Cl:1][C:2]1[CH:17]=[CH:16][C:5]([C:6]2[N:12]([CH:13]3[CH2:15][CH2:14]3)[C:10](=[O:11])[NH:9][N:8]=2)=[CH:4][CH:3]=1, predict the reactants needed to synthesize it. The reactants are: [Cl:1][C:2]1[CH:17]=[CH:16][C:5]([C:6]([NH:8][NH:9][C:10]([NH:12][CH:13]2[CH2:15][CH2:14]2)=[O:11])=O)=[CH:4][CH:3]=1.Cl. (4) Given the product [CH3:23][O:24][C:25](=[O:26])[C:27]1[CH:32]=[CH:31][C:30]([CH2:33][N:9]2[CH:10]=[C:11]([C:13]3[CH:18]=[CH:17][C:16]([Cl:19])=[CH:15][C:14]=3[Cl:20])[N:12]=[C:8]2[CH2:7][O:6][C:5]2[CH:21]=[CH:22][C:2]([Br:1])=[CH:3][CH:4]=2)=[CH:29][CH:28]=1, predict the reactants needed to synthesize it. The reactants are: [Br:1][C:2]1[CH:22]=[CH:21][C:5]([O:6][CH2:7][C:8]2[NH:9][CH:10]=[C:11]([C:13]3[CH:18]=[CH:17][C:16]([Cl:19])=[CH:15][C:14]=3[Cl:20])[N:12]=2)=[CH:4][CH:3]=1.[CH3:23][O:24][C:25]([C:27]1[CH:32]=[CH:31][C:30]([CH2:33]Br)=[CH:29][CH:28]=1)=[O:26]. (5) Given the product [Cl:25][C:10]1[C:9]2[CH2:12][CH2:13][NH:14][CH2:15][CH2:16][C:8]=2[CH:7]=[C:6]2[C:11]=1[NH:2][C:3](=[O:22])[CH2:4][CH2:5]2, predict the reactants needed to synthesize it. The reactants are: C[N:2]1[C:11]2[C:6](=[CH:7][C:8]3[CH2:16][CH2:15][N:14](C(OCC)=O)[CH2:13][CH2:12][C:9]=3[CH:10]=2)[CH2:5][CH2:4][C:3]1=[O:22].[OH-].[K+].[ClH:25].[OH-].[Na+]. (6) The reactants are: Br[C:2]1[CH:3]=[C:4]([CH2:8][N:9]([CH3:17])[C:10](=[O:16])[O:11][C:12]([CH3:15])([CH3:14])[CH3:13])[CH:5]=[N:6][CH:7]=1.[C:18]([O-:21])(=[O:20])C.[Na+].[CH3:23]O. Given the product [C:12]([O:11][C:10]([N:9]([CH2:8][C:4]1[CH:5]=[N:6][CH:7]=[C:2]([CH:3]=1)[C:18]([O:21][CH3:23])=[O:20])[CH3:17])=[O:16])([CH3:15])([CH3:14])[CH3:13], predict the reactants needed to synthesize it. (7) Given the product [CH3:1][O:2][C:3]([C:5]1[CH:13]=[C:12]2[C:8]([CH:9]=[CH:10][N:11]2[CH2:20][C:19]2[CH:22]=[CH:23][C:16]([O:15][CH3:14])=[CH:17][CH:18]=2)=[CH:7][CH:6]=1)=[O:4], predict the reactants needed to synthesize it. The reactants are: [CH3:1][O:2][C:3]([C:5]1[CH:13]=[C:12]2[C:8]([CH:9]=[CH:10][NH:11]2)=[CH:7][CH:6]=1)=[O:4].[CH3:14][O:15][C:16]1[CH:23]=[CH:22][C:19]([CH2:20]Br)=[CH:18][CH:17]=1.[H-].[Na+]. (8) Given the product [F:1][C:2]1[CH:3]=[C:4]([NH:32][C:33]([C@:35]2([C:39]([NH:41][C:42]3[CH:47]=[CH:46][C:45]([F:48])=[CH:44][CH:43]=3)=[O:40])[CH2:37][C@H:36]2[CH3:38])=[O:34])[CH:5]=[CH:6][C:7]=1[O:8][C:9]1[C:18]2[C:13](=[CH:14][C:15]([O:22][CH2:23][CH2:24][CH2:25][N:26]3[CH2:31][CH2:30][O:29][CH2:28][CH2:27]3)=[C:16]([O:19][CH3:20])[CH:17]=2)[N:12]=[CH:11][CH:10]=1, predict the reactants needed to synthesize it. The reactants are: [F:1][C:2]1[CH:3]=[C:4]([NH:32][C:33]([C@:35]2([C:39]([NH:41][C:42]3[CH:47]=[CH:46][C:45]([F:48])=[CH:44][CH:43]=3)=[O:40])[CH2:37][C@H:36]2[CH3:38])=[O:34])[CH:5]=[CH:6][C:7]=1[O:8][C:9]1[C:18]2[C:13](=[CH:14][C:15]([O:22][CH2:23][CH2:24][CH2:25][N:26]3[CH2:31][CH2:30][O:29][CH2:28][CH2:27]3)=[C:16]([O:19][CH:20]=O)[CH:17]=2)[N:12]=[CH:11][CH:10]=1.Cl.ClCCCN1CCOCC1.C([O-])([O-])=O.[K+].[K+].CCOC(C)=O. (9) Given the product [Cl:48][C:49]1[C:57]2[N:56]=[C:55]([CH:58]3[CH2:63][CH2:62][CH2:61][N:60]([CH2:64][C:73]([NH:75][CH2:18][CH:19]4[CH2:20][CH2:21][N:22]([C:25]5[CH:26]=[CH:27][N:28]=[CH:29][CH:30]=5)[CH2:23][CH2:24]4)=[O:72])[CH2:59]3)[NH:54][C:53]=2[CH:52]=[CH:51][CH:50]=1, predict the reactants needed to synthesize it. The reactants are: ClC1C2N=C(C3C=C(C=CC=3)C(NC[CH2:18][CH:19]3[CH2:24][CH2:23][N:22]([C:25]4[CH:30]=[CH:29][N:28]=[CH:27][CH:26]=4)[CH2:21][CH2:20]3)=O)SC=2C=CC=1.N1C=CC(N2CCC(CN)CC2)=CC=1.[Cl:48][C:49]1[C:57]2[N:56]=[C:55]([CH:58]3[CH2:63][CH2:62][CH2:61][N:60]([C:64](O)=O)[CH2:59]3)[NH:54][C:53]=2[CH:52]=[CH:51][CH:50]=1.B(O)O.C([O:72][C:73]([N:75]1CCCC(CO)C1)=O)C.